Task: Predict the reactants needed to synthesize the given product.. Dataset: Full USPTO retrosynthesis dataset with 1.9M reactions from patents (1976-2016) Given the product [CH3:8][N:9]1[CH2:14][CH2:13][CH:12]([C:15]([O:17][CH:29]([C:23]2[CH:28]=[CH:27][CH:26]=[CH:25][CH:24]=2)[CH2:30][C:31]2[CH:36]=[CH:35][CH:34]=[CH:33][CH:32]=2)=[O:16])[CH2:11][CH2:10]1, predict the reactants needed to synthesize it. The reactants are: C(Cl)(=O)C(Cl)=O.Cl.[CH3:8][N:9]1[CH2:14][CH2:13][CH:12]([C:15]([OH:17])=[O:16])[CH2:11][CH2:10]1.CN(C=O)C.[C:23]1([CH:29](O)[CH2:30][C:31]2[CH:36]=[CH:35][CH:34]=[CH:33][CH:32]=2)[CH:28]=[CH:27][CH:26]=[CH:25][CH:24]=1.